This data is from Reaction yield outcomes from USPTO patents with 853,638 reactions. The task is: Predict the reaction yield, written as a fraction of the theoretical maximum amount of product (1.0 means a 100% yield; for example, 0.34 means a 34% yield). (1) The yield is 0.870. The product is [CH3:12][O:11][C:7]1[C:3]2[C:4](=[O:6])[O:5][C:14](=[O:16])[NH:1][C:2]=2[CH:10]=[CH:9][CH:8]=1. The reactants are [NH2:1][C:2]1[CH:10]=[CH:9][CH:8]=[C:7]([O:11][CH3:12])[C:3]=1[C:4]([OH:6])=[O:5].Cl[C:14](Cl)([O:16]C(=O)OC(Cl)(Cl)Cl)Cl. The catalyst is C1COCC1.O. (2) The reactants are [Cl:1][C:2]1[CH:15]=[CH:14][C:5]2[N:6]=[C:7]([CH:11]([CH3:13])[CH3:12])[O:8][C:9](=O)[C:4]=2[CH:3]=1.[CH3:16][NH2:17]. No catalyst specified. The product is [Cl:1][C:2]1[CH:3]=[C:4]2[C:5](=[CH:14][CH:15]=1)[N:6]=[C:7]([CH:11]([CH3:13])[CH3:12])[N:17]([CH3:16])[C:9]2=[O:8]. The yield is 0.330. (3) The reactants are [N:1]([CH:4]1[CH:9](O)[CH2:8][CH2:7][N:6]([C:11]([O:13][CH2:14][C:15]2[CH:20]=[CH:19][CH:18]=[CH:17][CH:16]=2)=[O:12])[CH2:5]1)=[N+]=[N-].N(C1CCN(C(OCC2C=CC=CC=2)=O)CC1O)=[N+]=[N-].C1C=CC(P(C2C=CC=CC=2)C2C=CC=CC=2)=CC=1. The catalyst is O1CCOCC1. The product is [CH:4]12[NH:1][CH:9]1[CH2:8][CH2:7][N:6]([C:11]([O:13][CH2:14][C:15]1[CH:20]=[CH:19][CH:18]=[CH:17][CH:16]=1)=[O:12])[CH2:5]2. The yield is 0.250.